This data is from CYP2C9 substrate classification data from Carbon-Mangels et al.. The task is: Regression/Classification. Given a drug SMILES string, predict its absorption, distribution, metabolism, or excretion properties. Task type varies by dataset: regression for continuous measurements (e.g., permeability, clearance, half-life) or binary classification for categorical outcomes (e.g., BBB penetration, CYP inhibition). Dataset: cyp2c9_substrate_carbonmangels. (1) The molecule is CC(C)(C)c1ccc(C(=O)CCCN2CCC(OC(c3ccccc3)c3ccccc3)CC2)cc1. The result is 0 (non-substrate). (2) The drug is CN[C@@H](C)Cc1ccccc1. The result is 0 (non-substrate).